The task is: Predict the reactants needed to synthesize the given product.. This data is from Full USPTO retrosynthesis dataset with 1.9M reactions from patents (1976-2016). (1) Given the product [CH3:36][C:25]1[CH:24]=[C:4]([CH:3]=[C:2]([CH3:1])[C:26]=1[N:27]1[CH:31]=[C:30]([C:32]([F:34])([F:33])[F:35])[CH:29]=[N:28]1)[O:5][CH:6]([CH:18]1[CH2:21][C:20]([CH3:23])([CH3:22])[CH2:19]1)[C:7]1[CH:17]=[CH:16][C:10]([C:11]([OH:13])=[O:12])=[CH:9][CH:8]=1, predict the reactants needed to synthesize it. The reactants are: [CH3:1][C:2]1[CH:3]=[C:4]([CH:24]=[C:25]([CH3:36])[C:26]=1[N:27]1[CH:31]=[C:30]([C:32]([F:35])([F:34])[F:33])[CH:29]=[N:28]1)[O:5][CH:6]([CH:18]1[CH2:21][C:20]([CH3:23])([CH3:22])[CH2:19]1)[C:7]1[CH:17]=[CH:16][C:10]([C:11]([O:13]CC)=[O:12])=[CH:9][CH:8]=1.O1CCCC1.CO.[OH-].[Na+]. (2) Given the product [C:19]([C:18]1[O:23][C:9]([C:11]2[CH:16]=[CH:15][CH:14]=[CH:13][CH:12]=2)=[C:8]([C:6]2[CH:5]=[CH:4][NH:3][C:2](=[O:25])[CH:7]=2)[CH:17]=1)([CH3:22])([CH3:20])[CH3:21], predict the reactants needed to synthesize it. The reactants are: F[C:2]1[CH:7]=[C:6]([CH:8]([CH2:17][C:18](=[O:23])[C:19]([CH3:22])([CH3:21])[CH3:20])[C:9]([C:11]2[CH:16]=[CH:15][CH:14]=[CH:13][CH:12]=2)=O)[CH:5]=[CH:4][N:3]=1.C([O-])(O)=[O:25].[Na+].CCOC(C)=O.